Dataset: Catalyst prediction with 721,799 reactions and 888 catalyst types from USPTO. Task: Predict which catalyst facilitates the given reaction. (1) Reactant: [F:1][C:2]([F:31])([F:30])[C:3]([N:5]([CH2:16][CH:17]1[CH2:22][CH2:21][N:20]([C:23]([O:25][C:26]([CH3:29])([CH3:28])[CH3:27])=[O:24])[CH2:19][CH2:18]1)[C@@H:6]1[CH2:8][C@H:7]1[C:9]1[CH:14]=[CH:13][C:12](I)=[CH:11][CH:10]=1)=[O:4].[CH3:32][N:33]1[CH:37]=[C:36](B2OC(C)(C)C(C)(C)O2)[CH:35]=[N:34]1.C(=O)([O-])[O-].[K+].[K+].C(#N)C. Product: [F:1][C:2]([F:31])([F:30])[C:3]([N:5]([CH2:16][CH:17]1[CH2:22][CH2:21][N:20]([C:23]([O:25][C:26]([CH3:29])([CH3:28])[CH3:27])=[O:24])[CH2:19][CH2:18]1)[C@@H:6]1[CH2:8][C@H:7]1[C:9]1[CH:14]=[CH:13][C:12]([C:36]2[CH:35]=[N:34][N:33]([CH3:32])[CH:37]=2)=[CH:11][CH:10]=1)=[O:4]. The catalyst class is: 103. (2) Reactant: [C:1]([N:4]1[C:8]2[CH:9]=[CH:10][CH:11]=[CH:12][C:7]=2[NH:6][C:5]1=[O:13])([CH3:3])=[CH2:2].C1(P(C2C=CC=CC=2)C2C=CC=CC=2)C=CC=CC=1.[C:33]1([CH2:43]O)[C:42]2[C:37](=[CH:38][CH:39]=[CH:40][CH:41]=2)[CH:36]=[CH:35][CH:34]=1.N(C(OC(C)C)=O)=NC(OC(C)C)=O. Product: [C:1]([N:4]1[C:8]2[CH:9]=[CH:10][CH:11]=[CH:12][C:7]=2[N:6]([CH2:43][C:33]2[C:42]3[C:37](=[CH:38][CH:39]=[CH:40][CH:41]=3)[CH:36]=[CH:35][CH:34]=2)[C:5]1=[O:13])([CH3:3])=[CH2:2]. The catalyst class is: 1. (3) Reactant: [C:1]([O:5][C:6]([N:8]1[CH2:24][CH2:23][CH2:22][C:10]2([C:14]([C:15]3[CH:20]=[CH:19][CH:18]=[CH:17][CH:16]=3)=[N:13][NH:12][C:11]2=[O:21])[CH2:9]1)=[O:7])([CH3:4])([CH3:3])[CH3:2].[Li+].[CH3:26][Si]([N-][Si](C)(C)C)(C)C.CI. Product: [C:1]([O:5][C:6]([N:8]1[CH2:24][CH2:23][CH2:22][C:10]2([C:14]([C:15]3[CH:20]=[CH:19][CH:18]=[CH:17][CH:16]=3)=[N:13][N:12]([CH3:26])[C:11]2=[O:21])[CH2:9]1)=[O:7])([CH3:4])([CH3:2])[CH3:3]. The catalyst class is: 49. (4) Reactant: C[O:2][C:3]1[CH:4]=[C:5]2[C:10](=[CH:11][CH:12]=1)[N:9]=[C:8]([C:13]1[CH:14]=[N:15][CH:16]=[CH:17][CH:18]=1)[N:7]=[C:6]2[NH:19][C:20]1[CH:28]=[CH:27][CH:26]=[CH:25][C:21]=1[C:22]([NH2:24])=[O:23].B(Br)(Br)Br.C([O-])(O)=O.[Na+]. Product: [OH:2][C:3]1[CH:4]=[C:5]2[C:10](=[CH:11][CH:12]=1)[N:9]=[C:8]([C:13]1[CH:14]=[N:15][CH:16]=[CH:17][CH:18]=1)[N:7]=[C:6]2[NH:19][C:20]1[CH:28]=[CH:27][CH:26]=[CH:25][C:21]=1[C:22]([NH2:24])=[O:23]. The catalyst class is: 2.